Dataset: Full USPTO retrosynthesis dataset with 1.9M reactions from patents (1976-2016). Task: Predict the reactants needed to synthesize the given product. (1) Given the product [Cl:35][C:9]1[CH:10]=[C:11]2[N:16]=[C:15]([O:17][C@@H:18]3[CH2:19][O:20][C@@H:21]4[C@H:25]([OH:26])[CH2:24][O:23][C@H:22]34)[N:14]([CH2:27][O:28][CH2:29][CH2:30][Si:31]([CH3:34])([CH3:33])[CH3:32])[C:12]2=[N:13][C:8]=1[C:5]1[CH:6]=[CH:7][C:2]([N:36]2[CH2:37][CH2:38][CH:39]([NH:42][C:43](=[O:50])[O:44][CH:45]3[CH2:49][CH2:48][CH2:47][CH2:46]3)[CH2:40][CH2:41]2)=[CH:3][CH:4]=1, predict the reactants needed to synthesize it. The reactants are: Br[C:2]1[CH:7]=[CH:6][C:5]([C:8]2[N:13]=[C:12]3[N:14]([CH2:27][O:28][CH2:29][CH2:30][Si:31]([CH3:34])([CH3:33])[CH3:32])[C:15]([O:17][C@H:18]4[C@H:22]5[O:23][CH2:24][C@@H:25]([OH:26])[C@H:21]5[O:20][CH2:19]4)=[N:16][C:11]3=[CH:10][C:9]=2[Cl:35])=[CH:4][CH:3]=1.[NH:36]1[CH2:41][CH2:40][CH:39]([NH:42][C:43](=[O:50])[O:44][CH:45]2[CH2:49][CH2:48][CH2:47][CH2:46]2)[CH2:38][CH2:37]1. (2) Given the product [C:2]([O:6][C:7]([N:9]1[CH2:10][CH2:11][CH:12]([O:15][CH2:16][CH2:17][OH:18])[CH2:13][CH2:14]1)=[O:8])([CH3:5])([CH3:4])[CH3:3], predict the reactants needed to synthesize it. The reactants are: B.[C:2]([O:6][C:7]([N:9]1[CH2:14][CH2:13][CH:12]([O:15][CH2:16][C:17](O)=[O:18])[CH2:11][CH2:10]1)=[O:8])([CH3:5])([CH3:4])[CH3:3]. (3) Given the product [F:1][C:2]1[CH:3]=[CH:4][C:5]([O:20][CH3:21])=[C:6]([C:8]([CH3:19])([CH3:18])[CH2:9][C:10]([C:13]([F:14])([F:15])[F:16])([OH:17])[CH:11]=[N:22][C:23]2[CH:32]=[CH:31][CH:30]=[C:29]3[C:24]=2[CH:25]=[N:26][N:27]=[CH:28]3)[CH:7]=1, predict the reactants needed to synthesize it. The reactants are: [F:1][C:2]1[CH:3]=[CH:4][C:5]([O:20][CH3:21])=[C:6]([C:8]([CH3:19])([CH3:18])[CH2:9][C:10]([OH:17])([C:13]([F:16])([F:15])[F:14])[CH:11]=O)[CH:7]=1.[NH2:22][C:23]1[CH:32]=[CH:31][CH:30]=[C:29]2[C:24]=1[CH:25]=[N:26][N:27]=[CH:28]2.O. (4) Given the product [CH3:6][NH:8][C:9]1[CH:17]=[CH:16][C:12]([CH2:13][OH:14])=[CH:11][CH:10]=1, predict the reactants needed to synthesize it. The reactants are: C(O[C:6]([NH:8][C:9]1[CH:17]=[CH:16][C:12]([C:13](O)=[O:14])=[CH:11][CH:10]=1)=O)(C)(C)C.[H-].[Al+3].[Li+].[H-].[H-].[H-].